This data is from Forward reaction prediction with 1.9M reactions from USPTO patents (1976-2016). The task is: Predict the product of the given reaction. (1) Given the reactants [Br:1][C:2]1[CH:11]=[C:10]2[C:5]([N:6]=[CH:7][C:8](Cl)=[N:9]2)=[CH:4][CH:3]=1.[N:13]1([CH2:19][CH2:20]NC(=O)OC(C)(C)C)[CH2:18][CH2:17]NCC1.O.[CH3:30][N:31]([CH3:34])[CH:32]=O, predict the reaction product. The product is: [Br:1][C:2]1[CH:11]=[C:10]2[C:5]([N:6]=[CH:7][C:8]([N:13]3[CH2:18][CH2:17][CH:30]([N:31]([CH3:34])[CH3:32])[CH2:20][CH2:19]3)=[N:9]2)=[CH:4][CH:3]=1. (2) Given the reactants [Br:1][C:2]1[CH:7]=[CH:6][C:5]([C:8]2[O:12][N:11]=[C:10]([CH3:13])[C:9]=2[NH2:14])=[CH:4][CH:3]=1.[CH:15]([C:18]1[CH:23]=[CH:22][C:21]([CH2:24][CH:25]([CH3:28])[CH:26]=O)=[CH:20][CH:19]=1)([CH3:17])[CH3:16].C([BH3-])#N.[Na+], predict the reaction product. The product is: [Br:1][C:2]1[CH:3]=[CH:4][C:5]([C:8]2[O:12][N:11]=[C:10]([CH3:13])[C:9]=2[NH:14][CH2:26][CH:25]([CH3:28])[CH2:24][C:21]2[CH:20]=[CH:19][C:18]([CH:15]([CH3:17])[CH3:16])=[CH:23][CH:22]=2)=[CH:6][CH:7]=1. (3) Given the reactants [Cl:1][C:2]1[CH:7]=[CH:6][C:5]([C@:8]2([O:17][C@H:16]([CH2:18][OH:19])[C@@H:14]([OH:15])[C@H:12]([OH:13])[C@H:10]2[OH:11])[OH:9])=[CH:4][C:3]=1[CH2:20][C:21]1[CH:26]=[CH:25][C:24]([C:27]#[CH:28])=[CH:23][CH:22]=1.I[C:30]1[CH:35]=[CH:34][CH:33]=[CH:32][CH:31]=1, predict the reaction product. The product is: [Cl:1][C:2]1[CH:7]=[CH:6][C:5]([C@:8]2([O:17][C@H:16]([CH2:18][OH:19])[C@@H:14]([OH:15])[C@H:12]([OH:13])[C@H:10]2[OH:11])[OH:9])=[CH:4][C:3]=1[CH2:20][C:21]1[CH:22]=[CH:23][C:24]([C:27]#[C:28][C:30]2[CH:35]=[CH:34][CH:33]=[CH:32][CH:31]=2)=[CH:25][CH:26]=1. (4) Given the reactants [C:1]([C:3]1[CH:9]=[CH:8][C:6]([NH2:7])=[CH:5][CH:4]=1)#[CH:2].[N:10]([CH2:13][C:14]1[CH:19]=[CH:18][CH:17]=[CH:16][CH:15]=1)=[N+:11]=[N-:12].O=C1O[C@H]([C@H](CO)O)C([O-])=C1O.[Na+], predict the reaction product. The product is: [CH2:13]([N:10]1[CH:2]=[C:1]([C:3]2[CH:9]=[CH:8][C:6]([NH2:7])=[CH:5][CH:4]=2)[N:12]=[N:11]1)[C:14]1[CH:19]=[CH:18][CH:17]=[CH:16][CH:15]=1. (5) Given the reactants [F:1][C:2]1[CH:10]=[C:9]2[C:5]([C:6]([C:18]3[CH:19]=[CH:20][C:21]4[S:25](=[O:27])(=[O:26])[N:24]([CH:28]5[CH2:32][C:31](=[O:33])[NH:30][CH2:29]5)[CH:23]([CH3:34])[C:22]=4[CH:35]=3)=[CH:7][N:8]2C(OC(C)(C)C)=O)=[CH:4][CH:3]=1.C(O)(C(F)(F)F)=O, predict the reaction product. The product is: [F:1][C:2]1[CH:10]=[C:9]2[C:5]([C:6]([C:18]3[CH:19]=[CH:20][C:21]4[S:25](=[O:27])(=[O:26])[N:24]([CH:28]5[CH2:29][NH:30][C:31](=[O:33])[CH2:32]5)[CH:23]([CH3:34])[C:22]=4[CH:35]=3)=[CH:7][NH:8]2)=[CH:4][CH:3]=1.